This data is from Full USPTO retrosynthesis dataset with 1.9M reactions from patents (1976-2016). The task is: Predict the reactants needed to synthesize the given product. (1) Given the product [NH2:22][C:18]1[CH:17]=[C:16]([NH:23][C:9](=[O:10])[O:11][C:12]([CH3:13])([CH3:14])[CH3:15])[CH:21]=[CH:20][CH:19]=1, predict the reactants needed to synthesize it. The reactants are: [C:9](O[C:9]([O:11][C:12]([CH3:15])([CH3:14])[CH3:13])=[O:10])([O:11][C:12]([CH3:15])([CH3:14])[CH3:13])=[O:10].[C:16]1([NH2:23])[CH:21]=[CH:20][CH:19]=[C:18]([NH2:22])[CH:17]=1. (2) Given the product [NH2:26][C:27]1[CH:32]=[CH:31][CH:30]=[CH:29][C:28]=1[NH:33][C:34](=[O:61])[C:35]1[CH:36]=[CH:37][C:38]([CH2:41][N:42]([CH2:55][CH2:56][CH2:57][N:58]([CH3:60])[CH3:59])[C:43]([NH:45][C:46]2[CH:51]=[CH:50][C:49]([C:52]([NH:14][CH2:15][CH2:16][N:12]([CH3:11])[CH3:62])=[O:54])=[CH:48][CH:47]=2)=[O:44])=[CH:39][CH:40]=1, predict the reactants needed to synthesize it. The reactants are: F[P-](F)(F)(F)(F)F.CN([C:11](N(C)C)=[N+:12]1[C:16]2C=CC(Cl)=C[C:15]=2[N+:14]([O-])=N1)C.[NH2:26][C:27]1[CH:32]=[CH:31][CH:30]=[CH:29][C:28]=1[NH:33][C:34](=[O:61])[C:35]1[CH:40]=[CH:39][C:38]([CH2:41][N:42]([CH2:55][CH2:56][CH2:57][N:58]([CH3:60])[CH3:59])[C:43]([NH:45][C:46]2[CH:51]=[CH:50][C:49]([C:52]([OH:54])=O)=[CH:48][CH:47]=2)=[O:44])=[CH:37][CH:36]=1.[CH3:62]NN(NC)CCN.C(N(CC)C(C)C)(C)C.C(=O)([O-])O.[Na+].